This data is from Full USPTO retrosynthesis dataset with 1.9M reactions from patents (1976-2016). The task is: Predict the reactants needed to synthesize the given product. (1) Given the product [NH2:13][C:4]1[CH:3]=[C:2]([Cl:1])[C:7]([C:8]([F:11])([F:9])[F:10])=[CH:6][C:5]=1[OH:12], predict the reactants needed to synthesize it. The reactants are: [Cl:1][C:2]1[C:7]([C:8]([F:11])([F:10])[F:9])=[CH:6][C:5]([OH:12])=[C:4]([N+:13]([O-])=O)[CH:3]=1.C(OCC)(=O)C.C(O)(=O)C. (2) Given the product [Cl:1][C:2]1[CH:3]=[CH:4][C:5]2[NH:11][C:10]3[CH:12]=[CH:13][CH:14]=[CH:15][C:9]=3[C:8]([Cl:20])=[N:7][C:6]=2[CH:17]=1, predict the reactants needed to synthesize it. The reactants are: [Cl:1][C:2]1[CH:3]=[CH:4][C:5]2[NH:11][C:10]3[CH:12]=[CH:13][CH:14]=[CH:15][C:9]=3[C:8](=O)[NH:7][C:6]=2[CH:17]=1.P(Cl)(Cl)([Cl:20])=O.C([O-])([O-])=O.[Na+].[Na+].